This data is from Catalyst prediction with 721,799 reactions and 888 catalyst types from USPTO. The task is: Predict which catalyst facilitates the given reaction. (1) Reactant: [C:1](OC(=O)C)(=[O:3])[CH3:2].[NH2:8][CH2:9][C@H:10]1[O:14][C:13](=[O:15])[N:12]([C:16]2[CH:17]=[C:18]3[C:22](=[C:23]([F:25])[CH:24]=2)[N:21]([CH:26]([CH3:28])[CH3:27])[C:20](=[O:29])[CH2:19]3)[CH2:11]1.C(N(CC)C(C)C)(C)C. Product: [F:25][C:23]1[CH:24]=[C:16]([N:12]2[CH2:11][C@H:10]([CH2:9][NH:8][C:1](=[O:3])[CH3:2])[O:14][C:13]2=[O:15])[CH:17]=[C:18]2[C:22]=1[N:21]([CH:26]([CH3:27])[CH3:28])[C:20](=[O:29])[CH2:19]2. The catalyst class is: 4. (2) Reactant: [NH:1]1[CH2:6][CH2:5][CH:4]([CH2:7][CH2:8][NH:9][C:10](=[O:16])[O:11][C:12]([CH3:15])([CH3:14])[CH3:13])[CH2:3][CH2:2]1.C(=O)(O)[O-].[Na+].[C:22](Cl)(=[O:33])[O:23][CH2:24][C:25]1[CH:30]=[C:29]([Cl:31])[CH:28]=[C:27]([Cl:32])[CH:26]=1.[OH-].[Na+]. Product: [C:12]([O:11][C:10]([NH:9][CH2:8][CH2:7][CH:4]1[CH2:5][CH2:6][N:1]([C:22]([O:23][CH2:24][C:25]2[CH:26]=[C:27]([Cl:32])[CH:28]=[C:29]([Cl:31])[CH:30]=2)=[O:33])[CH2:2][CH2:3]1)=[O:16])([CH3:13])([CH3:15])[CH3:14]. The catalyst class is: 2. (3) Reactant: [F:1][C:2]1[CH:3]=[CH:4][C:5]([O:30][CH3:31])=[C:6]([C:8]2[CH:13]=[CH:12][N:11]=[C:10]3[NH:14][C:15]([CH:17]4[CH2:22][CH2:21][N:20]([C:23]([O:25][C:26]([CH3:29])([CH3:28])[CH3:27])=[O:24])[CH2:19][CH2:18]4)=[CH:16][C:9]=23)[CH:7]=1.[Br:32]N1C(=O)CCC1=O. Product: [Br:32][C:16]1[C:9]2[C:10](=[N:11][CH:12]=[CH:13][C:8]=2[C:6]2[CH:7]=[C:2]([F:1])[CH:3]=[CH:4][C:5]=2[O:30][CH3:31])[NH:14][C:15]=1[CH:17]1[CH2:22][CH2:21][N:20]([C:23]([O:25][C:26]([CH3:27])([CH3:28])[CH3:29])=[O:24])[CH2:19][CH2:18]1. The catalyst class is: 255. (4) Reactant: [C:1]([C:3]1[CH:35]=[CH:34][C:6]([CH2:7][C@@:8]2([CH3:33])[N:12]3[C:13]([C:16]([NH:18][C@@H:19]([CH3:23])[C:20]([OH:22])=O)=[O:17])=[CH:14][N:15]=[C:11]3[N:10]([C:24]3[CH:29]=[C:28]([Cl:30])[CH:27]=[C:26]([Cl:31])[CH:25]=3)[C:9]2=[O:32])=[CH:5][CH:4]=1)#[N:2].Cl.[NH2:37][C@H:38]([CH3:42])[C:39]([NH2:41])=[S:40].C(N(C(C)C)CC)(C)C.C1C=NC2N(O)N=NC=2C=1.CN(C(ON1N=NC2C=CC=NC1=2)=[N+](C)C)C.F[P-](F)(F)(F)(F)F. Product: [C:39]([C@H:38]([NH:37][C:20]([C@@H:19]([NH:18][C:16]([C:13]1[N:12]2[C@@:8]([CH2:7][C:6]3[CH:5]=[CH:4][C:3]([C:1]#[N:2])=[CH:35][CH:34]=3)([CH3:33])[C:9](=[O:32])[N:10]([C:24]3[CH:25]=[C:26]([Cl:31])[CH:27]=[C:28]([Cl:30])[CH:29]=3)[C:11]2=[N:15][CH:14]=1)=[O:17])[CH3:23])=[O:22])[CH3:42])(=[S:40])[NH2:41]. The catalyst class is: 3. (5) Reactant: [NH2:1][CH:2]([CH3:13])[CH2:3][C:4]1[C:9]([N+:10]([O-])=O)=[CH:8][CH:7]=[CH:6][N:5]=1. Product: [NH2:1][CH:2]([CH3:13])[CH2:3][C:4]1[C:9]([NH2:10])=[CH:8][CH:7]=[CH:6][N:5]=1. The catalyst class is: 336. (6) Reactant: [OH:1][CH2:2][CH2:3][N:4]([CH3:34])[S:5]([C:8]1[CH:33]=[CH:32][C:11]([CH2:12][NH:13][C:14]([C:16]2[C:17]3[CH:24]=[N:23][N:22]([C:25]4[CH:30]=[CH:29][C:28]([F:31])=[CH:27][CH:26]=4)[C:18]=3[CH:19]=[N:20][CH:21]=2)=[O:15])=[CH:10][CH:9]=1)(=[O:7])=[O:6].CCN(CC)CC.[C:42](Cl)(=[O:44])[CH3:43]. Product: [F:31][C:28]1[CH:29]=[CH:30][C:25]([N:22]2[C:18]3[CH:19]=[N:20][CH:21]=[C:16]([C:14]([NH:13][CH2:12][C:11]4[CH:10]=[CH:9][C:8]([S:5]([N:4]([CH3:34])[CH2:3][CH2:2][O:1][C:42](=[O:44])[CH3:43])(=[O:6])=[O:7])=[CH:33][CH:32]=4)=[O:15])[C:17]=3[CH:24]=[N:23]2)=[CH:26][CH:27]=1. The catalyst class is: 317. (7) Reactant: [S:1]1[C:5]2[CH:6]=[CH:7][CH:8]=[CH:9][C:4]=2[NH:3][CH2:2]1.NC1C=CC=CC=1S.C=O.[CH3:20][O:21][C:22]1[C:30]([C:31]([F:34])([F:33])[F:32])=[CH:29][C:25]([C:26](Cl)=[O:27])=[CH:24][C:23]=1[C:35]([N:37]1[CH2:41][CH2:40][CH2:39][CH2:38]1)=[O:36]. Product: [CH3:20][O:21][C:22]1[C:30]([C:31]([F:34])([F:33])[F:32])=[CH:29][C:25]([C:26]([N:3]2[C:4]3[CH:9]=[CH:8][CH:7]=[CH:6][C:5]=3[S:1][CH2:2]2)=[O:27])=[CH:24][C:23]=1[C:35]([N:37]1[CH2:41][CH2:40][CH2:39][CH2:38]1)=[O:36]. The catalyst class is: 542. (8) Reactant: [NH2:1][CH2:2][CH2:3][CH2:4][CH2:5][NH2:6].C([O-])([O-])=O.[K+].[K+].[C:13]([O:17][C:18]([N:20]([CH3:30])[CH2:21][CH2:22][CH2:23][CH2:24]OS(C)(=O)=O)=[O:19])([CH3:16])([CH3:15])[CH3:14]. Product: [C:13]([O:17][C:18](=[O:19])[N:20]([CH2:21][CH2:22][CH2:23][CH2:24][NH:1][CH2:2][CH2:3][CH2:4][CH2:5][NH2:6])[CH3:30])([CH3:16])([CH3:15])[CH3:14]. The catalyst class is: 10.